Dataset: TCR-epitope binding with 47,182 pairs between 192 epitopes and 23,139 TCRs. Task: Binary Classification. Given a T-cell receptor sequence (or CDR3 region) and an epitope sequence, predict whether binding occurs between them. (1) The epitope is TPQDLNTML. The TCR CDR3 sequence is CASSRNNIEAFF. Result: 0 (the TCR does not bind to the epitope). (2) The epitope is YEGNSPFHPL. The TCR CDR3 sequence is CASSLGLAGSDEQFF. Result: 0 (the TCR does not bind to the epitope). (3) The epitope is ISPRTLNAW. The TCR CDR3 sequence is CASSPLTGATYNEQFF. Result: 1 (the TCR binds to the epitope). (4) The epitope is AVFDRKSDAK. The TCR CDR3 sequence is CASSQERLTTNEKLFF. Result: 1 (the TCR binds to the epitope). (5) The epitope is AYILFTRFFYV. The TCR CDR3 sequence is CASSSPSGRAGGELFF. Result: 1 (the TCR binds to the epitope). (6) The epitope is LLALHRSYL. The TCR CDR3 sequence is CASSAPGLAGEQFF. Result: 0 (the TCR does not bind to the epitope). (7) The epitope is GLCTLVAML. The TCR CDR3 sequence is CASSASAGPGDTQYF. Result: 1 (the TCR binds to the epitope). (8) The epitope is FLLNKEMYL. The TCR CDR3 sequence is CASRAQGVSYNEQFF. Result: 0 (the TCR does not bind to the epitope). (9) The epitope is FLKEKGGL. The TCR CDR3 sequence is CSARDFLADSTDTQYF. Result: 1 (the TCR binds to the epitope). (10) The epitope is KLSYGIATV. The TCR CDR3 sequence is CSVDSGMNTGELFF. Result: 1 (the TCR binds to the epitope).